Predict the reactants needed to synthesize the given product. From a dataset of Full USPTO retrosynthesis dataset with 1.9M reactions from patents (1976-2016). (1) Given the product [C:1]([O:5][C:6]([N:8]1[CH2:13][CH:12]=[C:11]([B:22]2[O:26][C:25]([CH3:28])([CH3:27])[C:24]([CH3:30])([CH3:29])[O:23]2)[CH2:10][CH2:9]1)=[O:7])([CH3:4])([CH3:3])[CH3:2], predict the reactants needed to synthesize it. The reactants are: [C:1]([O:5][C:6]([N:8]1[CH2:13][CH:12]=[C:11](OS(C(F)(F)F)(=O)=O)[CH2:10][CH2:9]1)=[O:7])([CH3:4])([CH3:3])[CH3:2].[B:22]1([B:22]2[O:26][C:25]([CH3:28])([CH3:27])[C:24]([CH3:30])([CH3:29])[O:23]2)[O:26][C:25]([CH3:28])([CH3:27])[C:24]([CH3:30])([CH3:29])[O:23]1.C([O-])(=O)C.[K+].ClCCl. (2) Given the product [F:17][C:18]1[CH:23]=[CH:22][C:21]([F:24])=[CH:20][C:19]=1[CH2:25][C:26]([N:28]1[C:36]2[C:31](=[CH:32][C:33]([C:2]3[C:10]4[C:9]([NH2:11])=[N:8][CH:7]=[N:6][C:5]=4[N:4]([CH2:12][CH2:13][CH:14]([CH3:16])[CH3:15])[CH:3]=3)=[CH:34][CH:35]=2)[CH2:30][CH2:29]1)=[O:27], predict the reactants needed to synthesize it. The reactants are: Br[C:2]1[C:10]2[C:9]([NH2:11])=[N:8][CH:7]=[N:6][C:5]=2[N:4]([CH2:12][CH2:13][CH:14]([CH3:16])[CH3:15])[CH:3]=1.[F:17][C:18]1[CH:23]=[CH:22][C:21]([F:24])=[CH:20][C:19]=1[CH2:25][C:26]([N:28]1[C:36]2[C:31](=[CH:32][C:33](B3OC(C)(C)C(C)(C)O3)=[CH:34][CH:35]=2)[CH2:30][CH2:29]1)=[O:27].C([O-])(O)=O.[Na+].N#N.